From a dataset of Catalyst prediction with 721,799 reactions and 888 catalyst types from USPTO. Predict which catalyst facilitates the given reaction. (1) Reactant: CC([O:5][C:6]([CH2:8][N:9]=C(C1C=CC=CC=1)C1C=CC=CC=1)=O)(C)C.[CH:23]1(Br)[CH2:29][CH2:28][CH2:27][CH2:26][CH2:25][CH2:24]1. Product: [NH2:9][CH:8]([CH:23]1[CH2:29][CH2:28][CH2:27][CH2:26][CH2:25][CH2:24]1)[CH2:6][OH:5]. The catalyst class is: 11. (2) Reactant: C[O:2][C:3]([C:5]1[S:6][C:7](/[CH:10]=[C:11](/[C:13]([O:15][C:16]([CH3:19])([CH3:18])[CH3:17])=[O:14])\[CH3:12])=[CH:8][CH:9]=1)=[O:4].[OH-].[Li+].Cl. Product: [C:16]([O:15][C:13](/[C:11](/[CH3:12])=[CH:10]/[C:7]1[S:6][C:5]([C:3]([OH:4])=[O:2])=[CH:9][CH:8]=1)=[O:14])([CH3:19])([CH3:17])[CH3:18]. The catalyst class is: 7. (3) Reactant: [CH3:1][C:2]1[CH:16]=[CH:15][C:14]([CH3:17])=[CH:13][C:3]=1[O:4][C:5]1[CH:12]=[CH:11][C:8]([C:9]#[N:10])=[CH:7][CH:6]=1.C1COCC1.[H-].[Al+3].[Li+].[H-].[H-].[H-].[OH-].[Na+]. Product: [CH3:1][C:2]1[CH:16]=[CH:15][C:14]([CH3:17])=[CH:13][C:3]=1[O:4][C:5]1[CH:6]=[CH:7][C:8]([CH2:9][NH2:10])=[CH:11][CH:12]=1. The catalyst class is: 97.